This data is from Antibody developability classification from SAbDab with 2,409 antibodies. The task is: Regression/Classification. Given an antibody's heavy chain and light chain sequences, predict its developability. TAP uses regression for 5 developability metrics; SAbDab uses binary classification. (1) The antibody is ['QVRLSQSGGQMKKPGDSMRISCRASGYEFINCPINWIRLAPGKRPEWMGWMKPRGGAVSYARQLQGRVTMTRDMYSETAFLELRSLTSDDTAVYFCTRGKYCTARDYYNWDFEHWGQGTPVTVSS', 'EIVLTQSPGTLSLSPGETAIISCRTSQYGSLAWYQQRPGQAPRLVIYSGSTRAAGIPDRFSGSRWGPDYTLTISNLESGDFGVYYCQQYEFFGQGTKVQVD']. Result: 0 (not developable). (2) The antibody is ['EVQLQQSGTVLARPGTSVKMSCKASGYSFTNYWMHWVKQRPGQGLEWIGSIYPGNSDTNYKQKFKGKAKLTAVTSASTAYMEVNSLTNEDSAVYYCTRFGNYVPFAYWGQGTLVTVSA', 'DIQMTQTTSSLSASLGDRVTIGCRASQDIGSYLNWYQQKPDGAVRLLIYYTSRLHSGVPSRFSGSGSGTHFSLTISNLEQEDIGTYFCHQDTKPPYTFGSGTKLEIK']. Result: 1 (developable).